This data is from Forward reaction prediction with 1.9M reactions from USPTO patents (1976-2016). The task is: Predict the product of the given reaction. (1) Given the reactants [NH2:1][C:2]1[CH:21]=[CH:20][C:19]([O:22][CH2:23][C:24]2[CH:29]=[CH:28][CH:27]=[CH:26][CH:25]=2)=[CH:18][C:3]=1[C:4]([NH:6][CH2:7][C:8]1[CH:13]=[CH:12][C:11]([O:14][CH3:15])=[C:10]([O:16][CH3:17])[CH:9]=1)=[O:5].[S:30]1[CH2:35][CH2:34][C:33](=O)[CH2:32][CH2:31]1.C(O[BH-](OC(=O)C)OC(=O)C)(=O)C.[Na+].Cl, predict the reaction product. The product is: [CH2:23]([O:22][C:19]1[CH:20]=[CH:21][C:2]([NH:1][CH:33]2[CH2:34][CH2:35][S:30][CH2:31][CH2:32]2)=[C:3]([CH:18]=1)[C:4]([NH:6][CH2:7][C:8]1[CH:13]=[CH:12][C:11]([O:14][CH3:15])=[C:10]([O:16][CH3:17])[CH:9]=1)=[O:5])[C:24]1[CH:25]=[CH:26][CH:27]=[CH:28][CH:29]=1. (2) Given the reactants [OH:1][C@@H:2]([CH2:6][C:7]1[CH:12]=[CH:11][C:10]([OH:13])=[CH:9][CH:8]=1)[C:3]([OH:5])=[O:4].[CH2:14](O)[CH3:15], predict the reaction product. The product is: [CH2:14]([O:4][C:3](=[O:5])[C@@H:2]([OH:1])[CH2:6][C:7]1[CH:8]=[CH:9][C:10]([OH:13])=[CH:11][CH:12]=1)[CH3:15]. (3) Given the reactants C([N:8]1[CH2:13][CH2:12][C:11]2([C:17]3[CH:18]=[C:19]([F:22])[CH:20]=[CH:21][C:16]=3[CH2:15][O:14]2)[CH2:10][CH2:9]1)C1C=CC=CC=1.ClC(OC(Cl)C)=O, predict the reaction product. The product is: [F:22][C:19]1[CH:20]=[CH:21][C:16]2[CH2:15][O:14][C:11]3([CH2:10][CH2:9][NH:8][CH2:13][CH2:12]3)[C:17]=2[CH:18]=1. (4) The product is: [ClH:30].[CH2:9]1[C:10]2[C:15](=[CH:14][C:13]([N:17]3[CH2:18][CH2:19][C:20]([C:23]4[CH:24]=[CH:25][CH:26]=[CH:27][CH:28]=4)([OH:29])[CH2:21][CH2:22]3)=[CH:12][CH:11]=2)[CH2:16][NH:8]1. Given the reactants C(OC([N:8]1[CH2:16][C:15]2[C:10](=[CH:11][CH:12]=[C:13]([N:17]3[CH2:22][CH2:21][C:20]([OH:29])([C:23]4[CH:28]=[CH:27][CH:26]=[CH:25][CH:24]=4)[CH2:19][CH2:18]3)[CH:14]=2)[CH2:9]1)=O)(C)(C)C.[ClH:30], predict the reaction product. (5) Given the reactants [CH2:1]([C@H:8]([NH:39][C:40](=[O:83])[C@H:41]([CH2:60][C:61]([NH:63][C:64]([C:77]1[CH:82]=[CH:81][CH:80]=[CH:79][CH:78]=1)([C:71]1[CH:76]=[CH:75][CH:74]=[CH:73][CH:72]=1)[C:65]1[CH:70]=[CH:69][CH:68]=[CH:67][CH:66]=1)=[O:62])[NH:42]C(OCC1C2C=CC=CC=2C2C1=CC=CC=2)=O)[C@@H:9]([OH:38])[CH2:10][C@@H:11]([NH:25][C:26](=[O:37])[C@H:27]([C:33]([CH3:36])([CH3:35])[CH3:34])[NH:28][C:29]([O:31][CH3:32])=[O:30])[CH2:12][C:13]1[CH:18]=[CH:17][C:16]([C:19]2[CH:24]=[CH:23][CH:22]=[CH:21][N:20]=2)=[CH:15][CH:14]=1)[C:2]1[CH:7]=[CH:6][CH:5]=[CH:4][CH:3]=1.N1CCCCC1, predict the reaction product. The product is: [CH2:1]([C@H:8]([NH:39][C:40](=[O:83])[C@H:41]([CH2:60][C:61]([NH:63][C:64]([C:71]1[CH:72]=[CH:73][CH:74]=[CH:75][CH:76]=1)([C:65]1[CH:70]=[CH:69][CH:68]=[CH:67][CH:66]=1)[C:77]1[CH:78]=[CH:79][CH:80]=[CH:81][CH:82]=1)=[O:62])[NH2:42])[C@@H:9]([OH:38])[CH2:10][C@@H:11]([NH:25][C:26](=[O:37])[C@H:27]([C:33]([CH3:34])([CH3:35])[CH3:36])[NH:28][C:29]([O:31][CH3:32])=[O:30])[CH2:12][C:13]1[CH:18]=[CH:17][C:16]([C:19]2[CH:24]=[CH:23][CH:22]=[CH:21][N:20]=2)=[CH:15][CH:14]=1)[C:2]1[CH:3]=[CH:4][CH:5]=[CH:6][CH:7]=1.